Dataset: Peptide-MHC class I binding affinity with 185,985 pairs from IEDB/IMGT. Task: Regression. Given a peptide amino acid sequence and an MHC pseudo amino acid sequence, predict their binding affinity value. This is MHC class I binding data. (1) The peptide sequence is VISVIFYFI. The MHC is HLA-A02:06 with pseudo-sequence HLA-A02:06. The binding affinity (normalized) is 0.426. (2) The peptide sequence is QVEQHHRRT. The MHC is HLA-A11:01 with pseudo-sequence HLA-A11:01. The binding affinity (normalized) is 0.418. (3) The peptide sequence is RLFFKCIYR. The MHC is HLA-B40:01 with pseudo-sequence HLA-B40:01. The binding affinity (normalized) is 0.0847. (4) The peptide sequence is FICNLLLLFV. The MHC is HLA-A02:06 with pseudo-sequence HLA-A02:06. The binding affinity (normalized) is 0.873.